This data is from Catalyst prediction with 721,799 reactions and 888 catalyst types from USPTO. The task is: Predict which catalyst facilitates the given reaction. (1) Reactant: [C:1]1([CH:7]([C:18]2[CH:23]=[CH:22][CH:21]=[CH:20][CH:19]=2)[N:8](C2C=CC=CC=2)[C:9](=[O:11])[O-])[CH:6]=[CH:5][CH:4]=[CH:3][CH:2]=1.[C:24]1([C:30]2([C:36]3[CH:41]=[CH:40][CH:39]=[CH:38][CH:37]=3)[CH2:35][CH2:34][NH:33][CH2:32][CH2:31]2)[CH:29]=[CH:28][CH:27]=[CH:26][CH:25]=1.C1CCN2C(=NCCC2)CC1. Product: [C:18]1([CH:7]([C:1]2[CH:2]=[CH:3][CH:4]=[CH:5][CH:6]=2)[NH:8][C:9]([N:33]2[CH2:34][CH2:35][C:30]([C:24]3[CH:29]=[CH:28][CH:27]=[CH:26][CH:25]=3)([C:36]3[CH:41]=[CH:40][CH:39]=[CH:38][CH:37]=3)[CH2:31][CH2:32]2)=[O:11])[CH:19]=[CH:20][CH:21]=[CH:22][CH:23]=1. The catalyst class is: 1. (2) Product: [CH2:1]([O:4][C:5]1[C:6]2[C:22](=[O:24])[O:20][C:19](=[O:21])[C:7]=2[C:8]([O:15][CH2:16][CH2:17][CH3:18])=[C:9]2[C:14]=1[CH:13]=[CH:12][CH:11]=[CH:10]2)[CH2:2][CH3:3]. The catalyst class is: 22. Reactant: [CH2:1]([O:4][C:5]1[C:14]2[C:9](=[CH:10][CH:11]=[CH:12][CH:13]=2)[C:8]([O:15][CH2:16][CH2:17][CH3:18])=[C:7]([C:19]([OH:21])=[O:20])[C:6]=1[C:22]([OH:24])=O)[CH2:2][CH3:3].S(Cl)(Cl)=O. (3) Reactant: [Br:1][C:2]1[CH:11]=[CH:10][CH:9]=[C:8]2[C:3]=1[CH:4]=[CH:5][C:6](=[O:15])[N:7]2[CH2:12][CH:13]=O.[O:16]1[C:21]2[CH:22]=[CH:23][C:24]([CH2:26][N:27]([CH:35]3[CH2:40][CH2:39][NH:38][CH2:37][CH2:36]3)[C:28](=[O:34])[O:29][C:30]([CH3:33])([CH3:32])[CH3:31])=[CH:25][C:20]=2[O:19][CH2:18][CH2:17]1.C(O[BH-](OC(=O)C)OC(=O)C)(=O)C.[Na+].C(=O)([O-])O.[Na+]. Product: [O:16]1[C:21]2[CH:22]=[CH:23][C:24]([CH2:26][N:27]([CH:35]3[CH2:40][CH2:39][N:38]([CH2:13][CH2:12][N:7]4[C:8]5[C:3](=[C:2]([Br:1])[CH:11]=[CH:10][CH:9]=5)[CH:4]=[CH:5][C:6]4=[O:15])[CH2:37][CH2:36]3)[C:28](=[O:34])[O:29][C:30]([CH3:33])([CH3:31])[CH3:32])=[CH:25][C:20]=2[O:19][CH2:18][CH2:17]1. The catalyst class is: 671. (4) Product: [Cl:1][C:2]1[CH:3]=[CH:4][C:5]([O:6][C:7]2[CH:16]=[CH:15][C:10]([C:11]([OH:13])=[O:12])=[CH:9][CH:8]=2)=[CH:17][CH:18]=1. The catalyst class is: 24. Reactant: [Cl:1][C:2]1[CH:18]=[CH:17][C:5]([O:6][C:7]2[CH:16]=[CH:15][C:10]([C:11]([O:13]C)=[O:12])=[CH:9][CH:8]=2)=[CH:4][CH:3]=1.[OH-].[Na+]. (5) Reactant: [CH3:1][N:2]1[CH:6]=[C:5]([N:7]2[CH:12]=[CH:11][C:10](=[O:13])[C:9]([NH:14]C(=O)OC(C)(C)C)=[N:8]2)[CH:4]=[N:3]1.Cl. Product: [NH2:14][C:9]1[C:10](=[O:13])[CH:11]=[CH:12][N:7]([C:5]2[CH:4]=[N:3][N:2]([CH3:1])[CH:6]=2)[N:8]=1. The catalyst class is: 12. (6) The catalyst class is: 6. Reactant: CN(C=O)C.CO[C:8](=[O:19])[C:9]1[CH:14]=[C:13]([N+:15]([O-:17])=[O:16])[CH:12]=[N:11][C:10]=1Cl.[C:20]([O:24][CH3:25])(=[O:23])[CH2:21][SH:22].C(=O)([O-])[O-].[K+].[K+]. Product: [CH3:25][O:24][C:20]([C:21]1[S:22][C:10]2=[N:11][CH:12]=[C:13]([N+:15]([O-:17])=[O:16])[CH:14]=[C:9]2[C:8]=1[OH:19])=[O:23].